From a dataset of Reaction yield outcomes from USPTO patents with 853,638 reactions. Predict the reaction yield, written as a fraction of the theoretical maximum amount of product (1.0 means a 100% yield; for example, 0.34 means a 34% yield). (1) The product is [S:1]1[C:5]([C:6]2[C:7]([O:16][CH3:17])=[C:8](/[CH:9]=[CH:23]/[C:22]([C:25]3[CH:33]=[CH:32][C:28]([C:29]([OH:31])=[O:30])=[CH:27][CH:26]=3)=[O:24])[CH:11]=[CH:12][C:13]=2[O:14][CH3:15])=[CH:4][C:3]2[CH:18]=[CH:19][CH:20]=[CH:21][C:2]1=2. The yield is 0.640. No catalyst specified. The reactants are [S:1]1[C:5]([C:6]2[C:7]([O:16][CH3:17])=[C:8]([CH:11]=[CH:12][C:13]=2[O:14][CH3:15])[CH:9]=O)=[CH:4][C:3]2[CH:18]=[CH:19][CH:20]=[CH:21][C:2]1=2.[C:22]([C:25]1[CH:33]=[CH:32][C:28]([C:29]([OH:31])=[O:30])=[CH:27][CH:26]=1)(=[O:24])[CH3:23]. (2) The reactants are Br[C:2]1[CH:3]=[CH:4][C:5]([NH:8][C:9]([NH:11][CH3:12])=[O:10])=[N:6][CH:7]=1.CC([O-])=O.[K+].[B:18]1([B:18]2[O:22][C:21]([CH3:24])([CH3:23])[C:20]([CH3:26])([CH3:25])[O:19]2)[O:22][C:21]([CH3:24])([CH3:23])[C:20]([CH3:26])([CH3:25])[O:19]1.C(Cl)Cl. The catalyst is C1(C)C=CC=CC=1. The product is [CH3:12][NH:11][C:9]([NH:8][C:5]1[CH:4]=[CH:3][C:2]([B:18]2[O:22][C:21]([CH3:24])([CH3:23])[C:20]([CH3:26])([CH3:25])[O:19]2)=[CH:7][N:6]=1)=[O:10]. The yield is 0.380. (3) The reactants are Cl.Cl.[NH:3]1[C:12]2[C:7](=[CH:8][CH:9]=[CH:10][CH:11]=2)[CH:6]([NH:13][O:14][CH2:15][C:16]([O:18][CH2:19][CH:20]=[CH2:21])=[O:17])[CH2:5][NH:4]1.C(N(CC)CC)C.[O:29]=[C:30](Cl)OC(Cl)(Cl)Cl.CN(C1C=CC=CN=1)C. The catalyst is C(#N)C. The product is [O:29]=[C:30]1[N:13]([O:14][CH2:15][C:16]([O:18][CH2:19][CH:20]=[CH2:21])=[O:17])[CH:6]2[CH2:5][N:4]1[NH:3][C:12]1[CH:11]=[CH:10][CH:9]=[CH:8][C:7]=12. The yield is 0.410.